This data is from Catalyst prediction with 721,799 reactions and 888 catalyst types from USPTO. The task is: Predict which catalyst facilitates the given reaction. (1) Reactant: [CH3:1][O:2][C:3]1[CH:10]=[CH:9][C:6]([CH2:7][NH2:8])=[CH:5][CH:4]=1.[Br:11][C:12]1[CH:17]=[C:16](Cl)[C:15]([N+:19]([O-:21])=[O:20])=[CH:14][N:13]=1.C(N(CC)CC)C. Product: [CH3:1][O:2][C:3]1[CH:10]=[CH:9][C:6]([CH2:7][NH:8][C:16]2[C:15]([N+:19]([O-:21])=[O:20])=[CH:14][N:13]=[C:12]([Br:11])[CH:17]=2)=[CH:5][CH:4]=1. The catalyst class is: 115. (2) Reactant: [Br:1][C:2]1[CH:11]=[CH:10][C:9]([N+:12]([O-])=O)=[CH:8][C:3]=1[C:4]([O:6][CH3:7])=[O:5]. The catalyst class is: 99. Product: [CH3:7][O:6][C:4](=[O:5])[C:3]1[CH:8]=[C:9]([NH2:12])[CH:10]=[CH:11][C:2]=1[Br:1]. (3) Reactant: Br[C:2]1[CH:3]=[C:4]2[C:8](=[C:9]([C:11]([NH2:13])=[O:12])[CH:10]=1)[NH:7][CH:6]=[C:5]2[CH:14]1[CH2:19][CH2:18][CH2:17][S:16](=[O:21])(=[O:20])[CH2:15]1.[F:22][C:23]1[CH:28]=[CH:27][C:26](B(O)O)=[CH:25][CH:24]=1.C(=O)([O-])[O-].[K+].[K+]. Product: [O:20]=[S:16]1(=[O:21])[CH2:17][CH2:18][CH2:19][CH:14]([C:5]2[C:4]3[C:8](=[C:9]([C:11]([NH2:13])=[O:12])[CH:10]=[C:2]([C:26]4[CH:27]=[CH:28][C:23]([F:22])=[CH:24][CH:25]=4)[CH:3]=3)[NH:7][CH:6]=2)[CH2:15]1. The catalyst class is: 117. (4) Reactant: C1(C(=[N:14][CH:15]([CH2:22][CH:23]([C:27]2[C:32]([F:33])=[CH:31][CH:30]=[C:29]([F:34])[C:28]=2[F:35])[C:24](=[O:26])[CH3:25])[C:16]([O:18][CH:19]([CH3:21])[CH3:20])=[O:17])C2C=CC=CC=2)C=CC=CC=1.Cl.C([O-])([O-])=O.[K+].[K+].[CH3:55][C:54]([O:53][C:51](O[C:51]([O:53][C:54]([CH3:57])([CH3:56])[CH3:55])=[O:52])=[O:52])([CH3:57])[CH3:56]. Product: [C:54]([O:53][C:51]([NH:14][CH:15]([CH2:22][CH:23]([C:27]1[C:32]([F:33])=[CH:31][CH:30]=[C:29]([F:34])[C:28]=1[F:35])[C:24](=[O:26])[CH3:25])[C:16]([O:18][CH:19]([CH3:20])[CH3:21])=[O:17])=[O:52])([CH3:55])([CH3:56])[CH3:57]. The catalyst class is: 1. (5) Reactant: C(Cl)(=O)C(Cl)=O.[F:7][C:8]([F:19])([F:18])[C:9]1[C:14]([C:15]([OH:17])=O)=[CH:13][N:12]=[CH:11][CH:10]=1.CN(C)C=O.Br.[CH2:26]([N:33]1[C:37](=[NH:38])[S:36][CH:35]=[N:34]1)[C:27]1[CH:32]=[CH:31][CH:30]=[CH:29][CH:28]=1. Product: [CH2:26]([N:33]1[C:37](=[N:38][C:15]([C:14]2[CH:13]=[N:12][CH:11]=[CH:10][C:9]=2[C:8]([F:7])([F:19])[F:18])=[O:17])[S:36][CH:35]=[N:34]1)[C:27]1[CH:32]=[CH:31][CH:30]=[CH:29][CH:28]=1. The catalyst class is: 4. (6) Reactant: C([O:5][C:6](=[O:32])[CH2:7][N:8]1[CH:12]=[C:11]([C:13]2[C:25]3[C:24]4[C:19](=[CH:20][CH:21]=[CH:22][CH:23]=4)[C:18]([OH:30])([C:26](F)([F:28])[F:27])[C:17]=3[CH:16]=[C:15]([CH3:31])[CH:14]=2)[CH:10]=[N:9]1)(C)(C)C.[CH2:33]=[O:34].[F-:35].C([N+](CCCC)(CCCC)CCCC)CCC.Cl.CN(C)[CH:56]=[O:57]. Product: [OH:34][CH2:33][C:7]([CH2:56][OH:57])([N:8]1[CH:12]=[C:11]([C:13]2[C:25]3[C:24]4[C:19](=[CH:20][CH:21]=[CH:22][CH:23]=4)[C:18]([OH:30])([C:26]([F:27])([F:28])[F:35])[C:17]=3[CH:16]=[C:15]([CH3:31])[CH:14]=2)[CH:10]=[N:9]1)[C:6]([OH:5])=[O:32]. The catalyst class is: 30.